From a dataset of Reaction yield outcomes from USPTO patents with 853,638 reactions. Predict the reaction yield, written as a fraction of the theoretical maximum amount of product (1.0 means a 100% yield; for example, 0.34 means a 34% yield). (1) The reactants are C1(P(C2CCCCC2)C2C=CC=CC=2C2C(OC)=CC=CC=2OC)CCCCC1.P([O-])([O-])([O-])=O.[K+].[K+].[K+].[CH3:38][O:39][C:40](=[O:50])[CH2:41][C:42]1[CH:47]=[CH:46][C:45](Cl)=[CH:44][C:43]=1[F:49].[CH2:51]([C:53]([C:75]1[CH:80]=[CH:79][C:78](B2OC(C)(C)C(C)(C)O2)=[C:77]([CH3:90])[CH:76]=1)([C:56]1[CH:61]=[CH:60][C:59]([C:62]#[C:63][C:64]2([O:69][Si:70]([CH3:73])([CH3:72])[CH3:71])[CH2:68][CH2:67][CH2:66][CH2:65]2)=[C:58]([CH3:74])[CH:57]=1)[CH2:54][CH3:55])[CH3:52]. The catalyst is O.C1(C)C=CC=CC=1.C([O-])(=O)C.[Pd+2].C([O-])(=O)C. The product is [CH3:38][O:39][C:40](=[O:50])[CH2:41][C:42]1[CH:47]=[CH:46][C:45]([C:78]2[CH:79]=[CH:80][C:75]([C:53]([CH2:54][CH3:55])([C:56]3[CH:61]=[CH:60][C:59]([C:62]#[C:63][C:64]4([O:69][Si:70]([CH3:72])([CH3:73])[CH3:71])[CH2:68][CH2:67][CH2:66][CH2:65]4)=[C:58]([CH3:74])[CH:57]=3)[CH2:51][CH3:52])=[CH:76][C:77]=2[CH3:90])=[CH:44][C:43]=1[F:49]. The yield is 0.810. (2) The reactants are [BH4-].[Na+].[CH3:3][C:4]1[CH:5]=[C:6](/[CH:11]=[C:12](\[C:15]2[CH:20]=[CH:19][CH:18]=[C:17]([F:21])[CH:16]=2)/[C:13]#[N:14])[CH:7]=[CH:8][C:9]=1[CH3:10]. The catalyst is CCO. The product is [CH3:3][C:4]1[CH:5]=[C:6]([CH2:11][CH:12]([C:15]2[CH:20]=[CH:19][CH:18]=[C:17]([F:21])[CH:16]=2)[C:13]#[N:14])[CH:7]=[CH:8][C:9]=1[CH3:10]. The yield is 0.960. (3) No catalyst specified. The product is [CH2:1]([O:8][C:9]1[CH:14]=[CH:13][C:12]([N:15]2[CH:28]=[C:23]([O:24][CH3:25])[C:22](=[O:26])[C:17]([C:18]([O:20][CH3:21])=[O:19])=[N:16]2)=[C:11]([F:27])[CH:10]=1)[C:2]1[CH:3]=[CH:4][CH:5]=[CH:6][CH:7]=1. The reactants are [CH2:1]([O:8][C:9]1[CH:14]=[CH:13][C:12]([NH:15][N:16]=[C:17]([C:22](=[O:26])[CH2:23][O:24][CH3:25])[C:18]([O:20][CH3:21])=[O:19])=[C:11]([F:27])[CH:10]=1)[C:2]1[CH:7]=[CH:6][CH:5]=[CH:4][CH:3]=1.[CH3:28]OC(OC)N(C)C. The yield is 0.930. (4) The reactants are C([C:3]1[CH:4]=[C:5]([B:13]([OH:15])[OH:14])[CH:6]=[C:7]([O:9][CH:10]([CH3:12])[CH3:11])[CH:8]=1)=O.NC1N=CC=CC=1C(OCC)=O.[BH4-].[Na+].Cl. The catalyst is C1(C)C=CC=CC=1.CO.O. The product is [CH:10]([O:9][C:7]1[CH:8]=[CH:3][CH:4]=[C:5]([B:13]([OH:15])[OH:14])[CH:6]=1)([CH3:12])[CH3:11]. The yield is 0.760.